From a dataset of Reaction yield outcomes from USPTO patents with 853,638 reactions. Predict the reaction yield, written as a fraction of the theoretical maximum amount of product (1.0 means a 100% yield; for example, 0.34 means a 34% yield). (1) The reactants are [N+:1]([C:4]1[CH:9]=[CH:8][C:7]([CH2:10][CH2:11][CH2:12][CH2:13][OH:14])=[CH:6][CH:5]=1)([O-])=O.[H][H]. The catalyst is CO.[Pd]. The product is [NH2:1][C:4]1[CH:5]=[CH:6][C:7]([CH2:10][CH2:11][CH2:12][CH2:13][OH:14])=[CH:8][CH:9]=1. The yield is 0.770. (2) The reactants are CC1(C)C(C)(C)OB([C:9]2[C:10]3([CH2:15][CH2:16][CH2:17][CH:18]=2)[O:14][CH2:13][CH2:12][O:11]3)O1.Br[C:21]1[CH:26]=[C:25]([Cl:27])[N:24]=[N:23][C:22]=1[NH2:28].C(=O)([O-])[O-].[Cs+].[Cs+].O1CCOCC1. The catalyst is C1C=CC([P]([Pd]([P](C2C=CC=CC=2)(C2C=CC=CC=2)C2C=CC=CC=2)([P](C2C=CC=CC=2)(C2C=CC=CC=2)C2C=CC=CC=2)[P](C2C=CC=CC=2)(C2C=CC=CC=2)C2C=CC=CC=2)(C2C=CC=CC=2)C2C=CC=CC=2)=CC=1.O. The product is [Cl:27][C:25]1[N:24]=[N:23][C:22]([NH2:28])=[C:21]([C:9]2[C:10]3([CH2:15][CH2:16][CH2:17][CH:18]=2)[O:11][CH2:12][CH2:13][O:14]3)[CH:26]=1. The yield is 0.430.